From a dataset of Reaction yield outcomes from USPTO patents with 853,638 reactions. Predict the reaction yield, written as a fraction of the theoretical maximum amount of product (1.0 means a 100% yield; for example, 0.34 means a 34% yield). (1) The catalyst is CCO.O=[Pt]=O. The reactants are [CH3:1][O:2][C:3]1[CH:4]=[C:5]([CH:15]=O)[C:6]2[C:11]([C:12]=1[O:13][CH3:14])=[CH:10][CH:9]=[CH:8][CH:7]=2.[CH2:17]([NH2:21])[CH2:18][CH2:19][CH3:20]. The product is [CH2:17]([NH:21][CH2:15][C:5]1[C:6]2[C:11](=[CH:10][CH:9]=[CH:8][CH:7]=2)[C:12]([O:13][CH3:14])=[C:3]([O:2][CH3:1])[CH:4]=1)[CH2:18][CH2:19][CH3:20]. The yield is 0.870. (2) The reactants are C[C:2]1[CH:10]=[C:9]([NH:11][C:12](=[O:36])[NH:13][C:14]2[CH:19]=[CH:18][C:17]([C:20]3[N:25]=[C:24]([O:26][CH:27]([CH3:29])[CH3:28])[N:23]=[C:22]([N:30]4[CH2:35][CH2:34][O:33][CH2:32][CH2:31]4)[N:21]=3)=[CH:16][CH:15]=2)[CH:8]=[CH:7][C:3]=1[C:4]([OH:6])=O.[CH3:37][N:38]1[CH2:43][CH2:42][NH:41][CH2:40][CH2:39]1. No catalyst specified. The product is [CH:27]([O:26][C:24]1[N:23]=[C:22]([N:30]2[CH2:31][CH2:32][O:33][CH2:34][CH2:35]2)[N:21]=[C:20]([C:17]2[CH:16]=[CH:15][C:14]([NH:13][C:12]([NH:11][C:9]3[CH:8]=[CH:7][C:3]([C:4]([N:41]4[CH2:42][CH2:43][N:38]([CH3:37])[CH2:39][CH2:40]4)=[O:6])=[CH:2][CH:10]=3)=[O:36])=[CH:19][CH:18]=2)[N:25]=1)([CH3:28])[CH3:29]. The yield is 0.440. (3) The reactants are [OH:1][CH:2]1[CH2:7][CH2:6][N:5]([C:8]([O:10][C:11]([CH3:14])([CH3:13])[CH3:12])=[O:9])[CH:4]([C:15]([O:17][CH3:18])=[O:16])[CH2:3]1.[O:19]1[CH:24]=[CH:23][CH2:22][CH2:21][CH2:20]1.C(N(CC)CC)C. The catalyst is ClCCl.O.C1(C)C=CC(S(O)(=O)=O)=CC=1. The product is [O:19]1[CH2:24][CH2:23][CH2:22][CH2:21][CH:20]1[O:1][CH:2]1[CH2:7][CH2:6][N:5]([C:8]([O:10][C:11]([CH3:12])([CH3:13])[CH3:14])=[O:9])[CH:4]([C:15]([O:17][CH3:18])=[O:16])[CH2:3]1. The yield is 0.960. (4) The reactants are [NH2:1][CH:2]([CH2:13][C:14]1[CH:19]=[CH:18][C:17]([C:20]([F:23])([F:22])[F:21])=[CH:16][CH:15]=1)[CH:3]([C:5]1[CH:10]=[CH:9][C:8]([F:11])=[CH:7][C:6]=1[F:12])[OH:4].[C:24]1([CH2:30][CH2:31][C:32](Cl)=[O:33])[CH:29]=[CH:28][CH:27]=[CH:26][CH:25]=1.C(=O)([O-])O.[Na+]. The catalyst is C(OCC)(=O)C.O. The product is [F:12][C:6]1[CH:7]=[C:8]([F:11])[CH:9]=[CH:10][C:5]=1[CH:3]([OH:4])[CH:2]([NH:1][C:32](=[O:33])[CH2:31][CH2:30][C:24]1[CH:29]=[CH:28][CH:27]=[CH:26][CH:25]=1)[CH2:13][C:14]1[CH:19]=[CH:18][C:17]([C:20]([F:23])([F:22])[F:21])=[CH:16][CH:15]=1. The yield is 0.890.